This data is from Catalyst prediction with 721,799 reactions and 888 catalyst types from USPTO. The task is: Predict which catalyst facilitates the given reaction. (1) Reactant: C1(C[O:8][C:9]2[CH:10]=[C:11]3[C:15](=[CH:16][CH:17]=2)[N:14]([CH2:18][C:19]([F:22])([F:21])[F:20])[C:13]([C:23]([O:25][CH2:26][CH3:27])=[O:24])=[CH:12]3)C=CC=CC=1. Product: [OH:8][C:9]1[CH:10]=[C:11]2[C:15](=[CH:16][CH:17]=1)[N:14]([CH2:18][C:19]([F:22])([F:20])[F:21])[C:13]([C:23]([O:25][CH2:26][CH3:27])=[O:24])=[CH:12]2. The catalyst class is: 45. (2) Reactant: [CH3:1][NH:2][S:3]([C:6]1[CH:7]=[C:8]([NH:12][C:13]2[N:18]=[CH:17][N:16]=[C:15]([NH:19][C:20]3[CH:28]=[CH:27][C:23]([C:24](O)=[O:25])=[CH:22][CH:21]=3)[CH:14]=2)[CH:9]=[CH:10][CH:11]=1)(=[O:5])=[O:4].[NH2:29][CH2:30][C:31]([O:33][CH2:34][CH3:35])=[O:32].CCN(C(C)C)C(C)C.C(Cl)CCl.C1C=CC2N(O)N=NC=2C=1. Product: [CH3:1][NH:2][S:3]([C:6]1[CH:7]=[C:8]([NH:12][C:13]2[N:18]=[CH:17][N:16]=[C:15]([NH:19][C:20]3[CH:21]=[CH:22][C:23]([C:24]([NH:29][CH2:30][C:31]([O:33][CH2:34][CH3:35])=[O:32])=[O:25])=[CH:27][CH:28]=3)[CH:14]=2)[CH:9]=[CH:10][CH:11]=1)(=[O:4])=[O:5]. The catalyst class is: 1. (3) Reactant: [C:1]([C:3]1[CH:8]=[CH:7][CH:6]=[CH:5][C:4]=1[C:9]1[CH:17]=[CH:16][C:12]([C:13](O)=[O:14])=[C:11]([NH:18][CH2:19][CH2:20][C:21]2[CH:26]=[CH:25][CH:24]=[C:23]([F:27])[CH:22]=2)[N:10]=1)#[N:2].[NH2:28][CH2:29][C@H:30]1[CH2:34][CH2:33][CH2:32][N:31]1[C:35]([O:37][C:38]([CH3:41])([CH3:40])[CH3:39])=[O:36].C1C=CC2N(O)N=NC=2C=1.CN(C(ON1N=NC2C=CC=CC1=2)=[N+](C)C)C.F[P-](F)(F)(F)(F)F. Product: [C:1]([C:3]1[CH:8]=[CH:7][CH:6]=[CH:5][C:4]=1[C:9]1[CH:17]=[CH:16][C:12]([C:13]([NH:28][CH2:29][C@H:30]2[CH2:34][CH2:33][CH2:32][N:31]2[C:35]([O:37][C:38]([CH3:41])([CH3:40])[CH3:39])=[O:36])=[O:14])=[C:11]([NH:18][CH2:19][CH2:20][C:21]2[CH:26]=[CH:25][CH:24]=[C:23]([F:27])[CH:22]=2)[N:10]=1)#[N:2]. The catalyst class is: 3. (4) Reactant: [ClH:1].C[O:3][C:4]1[CH:5]=[C:6]2[C:11](=[CH:12][CH:13]=1)[C:10]([O:14][C:15]1[CH:20]=[CH:19][C:18]([O:21][CH2:22][CH2:23][N:24]3[CH2:29][CH2:28][CH2:27][CH2:26][CH2:25]3)=[CH:17][CH:16]=1)=[C:9]([C:30]1[CH:31]=[C:32]([CH:35]=[CH:36][CH:37]=1)[C:33]#[N:34])[CH:8]=[CH:7]2.B(Br)(Br)Br. Product: [ClH:1].[OH:3][C:4]1[CH:5]=[C:6]2[C:11](=[CH:12][CH:13]=1)[C:10]([O:14][C:15]1[CH:20]=[CH:19][C:18]([O:21][CH2:22][CH2:23][N:24]3[CH2:29][CH2:28][CH2:27][CH2:26][CH2:25]3)=[CH:17][CH:16]=1)=[C:9]([C:30]1[CH:31]=[C:32]([CH:35]=[CH:36][CH:37]=1)[C:33]#[N:34])[CH:8]=[CH:7]2. The catalyst class is: 4. (5) Reactant: [F:1][C:2]1[CH:3]=[C:4]([CH:9]=[CH:10][C:11]=1[OH:12])[C:5]([O:7][CH3:8])=[O:6].C(=O)([O-])[O-].[K+].[K+].[I:19]I. Product: [F:1][C:2]1[CH:3]=[C:4]([CH:9]=[C:10]([I:19])[C:11]=1[OH:12])[C:5]([O:7][CH3:8])=[O:6]. The catalyst class is: 54. (6) Reactant: [OH:1][CH2:2][C@@H:3]([NH:5][C:6]([C:8]1[C:16]2[C:11](=[N:12][CH:13]=[C:14]([C:17]3[C:25]4[C:20](=[CH:21][C:22]([Cl:26])=[CH:23][CH:24]=4)[N:19]([CH3:27])[N:18]=3)[N:15]=2)[N:10](COCC[Si](C)(C)C)[CH:9]=1)=[O:7])[CH3:4].C(O)(C(F)(F)F)=O.C(N)CN. Product: [OH:1][CH2:2][C@@H:3]([NH:5][C:6]([C:8]1[C:16]2[C:11](=[N:12][CH:13]=[C:14]([C:17]3[C:25]4[C:20](=[CH:21][C:22]([Cl:26])=[CH:23][CH:24]=4)[N:19]([CH3:27])[N:18]=3)[N:15]=2)[NH:10][CH:9]=1)=[O:7])[CH3:4]. The catalyst class is: 4.